From a dataset of Catalyst prediction with 721,799 reactions and 888 catalyst types from USPTO. Predict which catalyst facilitates the given reaction. (1) Reactant: [CH:1]1([N:5]2[CH2:10][CH2:9][CH:8]([CH2:11][CH:12]3[CH2:17][CH2:16][N:15](C(OC(C)(C)C)=O)[CH2:14][CH2:13]3)[CH2:7][CH2:6]2)[CH2:4][CH2:3][CH2:2]1. Product: [CH:1]1([N:5]2[CH2:6][CH2:7][CH:8]([CH2:11][CH:12]3[CH2:17][CH2:16][NH:15][CH2:14][CH2:13]3)[CH2:9][CH2:10]2)[CH2:4][CH2:3][CH2:2]1. The catalyst class is: 89. (2) Reactant: [ClH:1].[NH2:2][C:3]1[N:8]=[C:7]([NH:9][C:10]2[CH:11]=[C:12]([CH:25]=[CH:26][CH:27]=2)[C:13]([NH:15][C:16]2[CH:21]=[CH:20][C:19]([N+:22]([O-])=O)=[CH:18][CH:17]=2)=[O:14])[CH:6]=[C:5]([NH2:28])[N:4]=1. Product: [ClH:1].[NH2:22][C:19]1[CH:20]=[CH:21][C:16]([NH:15][C:13](=[O:14])[C:12]2[CH:25]=[CH:26][CH:27]=[C:10]([NH:9][C:7]3[CH:6]=[C:5]([NH2:28])[N:4]=[C:3]([NH2:2])[N:8]=3)[CH:11]=2)=[CH:17][CH:18]=1. The catalyst class is: 43. (3) Reactant: [CH2:1]([C:3]1[C:12]([C:13]2[CH:18]=[CH:17][CH:16]=[CH:15][N:14]=2)=[C:11]([C:19]([OH:21])=[O:20])[C:10]2[C:5](=[CH:6][CH:7]=[C:8]([F:22])[CH:9]=2)[N:4]=1)[CH3:2].[Si](C=[N+]=[N-])(C)(C)[CH3:24]. Product: [CH2:1]([C:3]1[C:12]([C:13]2[CH:18]=[CH:17][CH:16]=[CH:15][N:14]=2)=[C:11]([C:19]([O:21][CH3:24])=[O:20])[C:10]2[C:5](=[CH:6][CH:7]=[C:8]([F:22])[CH:9]=2)[N:4]=1)[CH3:2]. The catalyst class is: 5. (4) Reactant: Cl.Cl.[F:3][C:4]1[C:12]([C:13]2[C:21]3[C:20]([NH2:22])=[N:19][CH:18]=[N:17][C:16]=3[N:15]([CH3:23])[CH:14]=2)=[CH:11][CH:10]=[C:9]2[C:5]=1[CH2:6][CH2:7][NH:8]2.CN(C(ON1N=NC2C=CC=NC1=2)=[N+](C)C)C.F[P-](F)(F)(F)(F)F.CCN(C(C)C)C(C)C.[CH3:57][C:58]1[CH:62]=[C:61]([CH3:63])[N:60]([CH2:64][C:65](O)=[O:66])[N:59]=1. Product: [CH3:57][C:58]1[CH:62]=[C:61]([CH3:63])[N:60]([CH2:64][C:65]([N:8]2[C:9]3[C:5](=[C:4]([F:3])[C:12]([C:13]4[C:21]5[C:20]([NH2:22])=[N:19][CH:18]=[N:17][C:16]=5[N:15]([CH3:23])[CH:14]=4)=[CH:11][CH:10]=3)[CH2:6][CH2:7]2)=[O:66])[N:59]=1. The catalyst class is: 655.